The task is: Predict the product of the given reaction.. This data is from Forward reaction prediction with 1.9M reactions from USPTO patents (1976-2016). (1) Given the reactants [CH3:1][O:2][C:3]1[CH:12]=[CH:11][C:6]([C:7]([O:9]C)=O)=[C:5]([NH:13][C:14]([C:16]2[S:17][C:18]([Cl:21])=[CH:19][CH:20]=2)=[O:15])[CH:4]=1.[Si:22]([O:29][CH2:30][CH2:31][NH:32][C:33]1[CH:38]=[CH:37][C:36]([NH2:39])=[CH:35][CH:34]=1)([C:25]([CH3:28])([CH3:27])[CH3:26])([CH3:24])[CH3:23].C[Al](C)C, predict the reaction product. The product is: [Si:22]([O:29][CH2:30][CH2:31][NH:32][C:33]1[CH:34]=[CH:35][C:36]([NH:39][C:7]([C:6]2[CH:11]=[CH:12][C:3]([O:2][CH3:1])=[CH:4][C:5]=2[NH:13][C:14]([C:16]2[S:17][C:18]([Cl:21])=[CH:19][CH:20]=2)=[O:15])=[O:9])=[CH:37][CH:38]=1)([C:25]([CH3:28])([CH3:27])[CH3:26])([CH3:24])[CH3:23]. (2) The product is: [CH3:1][O:2][C:3]1[CH:15]=[CH:14][C:6]2[C:7]([CH:10]=[O:13])=[CH:8][O:9][C:5]=2[CH:4]=1. Given the reactants [CH3:1][O:2][C:3]1[CH:15]=[CH:14][C:6]2[C:7]([CH:10]([OH:13])CO)=[CH:8][O:9][C:5]=2[CH:4]=1, predict the reaction product. (3) Given the reactants [Mg].[CH3:2][O:3][C:4](=[O:33])[C:5]([O:31][CH3:32])=[CH:6][C:7]1[CH:12]=[CH:11][C:10]([O:13][CH2:14][CH2:15][CH2:16][O:17][C:18]2[CH:23]=[CH:22][C:21]([C:24]3[CH:29]=[CH:28][CH:27]=[CH:26][CH:25]=3)=[CH:20][CH:19]=2)=[CH:9][C:8]=1[CH3:30], predict the reaction product. The product is: [CH3:2][O:3][C:4](=[O:33])[CH:5]([O:31][CH3:32])[CH2:6][C:7]1[CH:12]=[CH:11][C:10]([O:13][CH2:14][CH2:15][CH2:16][O:17][C:18]2[CH:19]=[CH:20][C:21]([C:24]3[CH:25]=[CH:26][CH:27]=[CH:28][CH:29]=3)=[CH:22][CH:23]=2)=[CH:9][C:8]=1[CH3:30]. (4) Given the reactants [C:1]([O:8][CH2:9][C:10](=[O:20])[CH2:11][O:12][C:13](=[O:19])[CH2:14][CH2:15][CH2:16][C:17]#[CH:18])(=[O:7])[CH2:2][CH2:3][CH2:4][C:5]#[CH:6].C([BH3-])#N.[Na+].C(O)(=O)C, predict the reaction product. The product is: [C:1]([O:8][CH2:9][CH:10]([OH:20])[CH2:11][O:12][C:13](=[O:19])[CH2:14][CH2:15][CH2:16][C:17]#[CH:18])(=[O:7])[CH2:2][CH2:3][CH2:4][C:5]#[CH:6]. (5) Given the reactants Cl[C:2]1[N:7]=[C:6]([NH2:8])[CH:5]=[CH:4][N:3]=1.Cl.[CH3:10][O:11][CH:12]1[CH2:17][CH2:16][NH:15][CH2:14][CH2:13]1.C([O-])([O-])=O.[Cs+].[Cs+], predict the reaction product. The product is: [CH3:10][O:11][CH:12]1[CH2:17][CH2:16][N:15]([C:2]2[N:7]=[C:6]([NH2:8])[CH:5]=[CH:4][N:3]=2)[CH2:14][CH2:13]1.